Task: Predict the reaction yield, written as a fraction of the theoretical maximum amount of product (1.0 means a 100% yield; for example, 0.34 means a 34% yield).. Dataset: Reaction yield outcomes from USPTO patents with 853,638 reactions (1) The reactants are C(=O)([O-])[O-].[K+].[K+].[F:7][C:8]([F:12])([F:11])[CH2:9]I.CN(C=O)C.[Br:18][C:19]1[CH:44]=[CH:43][C:22]([CH2:23][C:24]2[C:25](=[O:42])[N:26]([C:35]3[N:40]=[CH:39][C:38]([OH:41])=[CH:37][N:36]=3)[C:27]([CH3:34])=[N:28][C:29]=2[CH2:30][CH2:31][CH2:32][CH3:33])=[CH:21][CH:20]=1. The catalyst is CCCCCC.C(OCC)(=O)C.O. The product is [Br:18][C:19]1[CH:20]=[CH:21][C:22]([CH2:23][C:24]2[C:25](=[O:42])[N:26]([C:35]3[N:36]=[CH:37][C:38]([O:41][CH2:9][C:8]([F:12])([F:11])[F:7])=[CH:39][N:40]=3)[C:27]([CH3:34])=[N:28][C:29]=2[CH2:30][CH2:31][CH2:32][CH3:33])=[CH:43][CH:44]=1. The yield is 0.380. (2) The reactants are Cl.[CH2:2]([O:4][C:5](=[O:16])[C:6]([CH3:15])([S:8][CH:9]1[CH2:14][CH2:13][NH:12][CH2:11][CH2:10]1)[CH3:7])[CH3:3].C(N(CC)C(C)C)(C)C.[CH3:26][S:27](Cl)(=[O:29])=[O:28]. The catalyst is C1COCC1. The product is [CH2:2]([O:4][C:5](=[O:16])[C:6]([S:8][CH:9]1[CH2:10][CH2:11][N:12]([S:27]([CH3:26])(=[O:29])=[O:28])[CH2:13][CH2:14]1)([CH3:15])[CH3:7])[CH3:3]. The yield is 0.420. (3) The reactants are C[C:2]1[CH:10]=[C:9](C(Cl)=O)[CH:8]=[CH:7][C:3]=1[C:4](Cl)=[O:5].[CH3:14][N:15]([CH3:19])[CH2:16][CH2:17][NH2:18].[C:20](=[O:23])([O-])[OH:21].[Na+].[CH2:25](Cl)Cl. The catalyst is C(OCC)(=O)C. The product is [CH3:14][N:15]([CH3:19])[CH2:16][CH2:17][NH:18][C:4]([C:3]1[CH:7]=[CH:8][C:9]([C:20]([O:21][CH3:25])=[O:23])=[CH:10][CH:2]=1)=[O:5]. The yield is 0.700. (4) The reactants are [Cl:1][C:2]1[N:7]=[C:6]([C:8]([O:10][CH2:11][CH3:12])=[O:9])[C:5](F)=[CH:4][N:3]=1.[CH3:14][O:15][CH2:16][CH2:17][NH2:18]. No catalyst specified. The product is [Cl:1][C:2]1[N:7]=[C:6]([C:8]([O:10][CH2:11][CH3:12])=[O:9])[C:5]([NH:18][CH2:17][CH2:16][O:15][CH3:14])=[CH:4][N:3]=1. The yield is 0.380. (5) The reactants are [CH3:1][O:2][C:3]([NH:5][C@@H:6]([CH:28]([CH3:30])[CH3:29])[C:7]([N:9]1[C@H:17]([C:18]([O:20]CC2C=CC=CC=2)=[O:19])[CH2:16][C:11]2([O:15][CH2:14][CH2:13][O:12]2)[CH2:10]1)=[O:8])=[O:4]. The catalyst is C(O)C.[Pd]. The product is [CH3:1][O:2][C:3]([NH:5][C@@H:6]([CH:28]([CH3:30])[CH3:29])[C:7]([N:9]1[C@H:17]([C:18]([OH:20])=[O:19])[CH2:16][C:11]2([O:15][CH2:14][CH2:13][O:12]2)[CH2:10]1)=[O:8])=[O:4]. The yield is 0.980.